Dataset: Reaction yield outcomes from USPTO patents with 853,638 reactions. Task: Predict the reaction yield, written as a fraction of the theoretical maximum amount of product (1.0 means a 100% yield; for example, 0.34 means a 34% yield). The reactants are [CH3:1][O:2][C:3]([C:5]1[N:6]([C:19]2[CH:24]=[CH:23][CH:22]=[CH:21][CH:20]=2)[C:7]2[C:12]([C:13](=[O:17])[C:14]=1[CH2:15]Br)=[CH:11][CH:10]=[C:9]([Cl:18])[CH:8]=2)=[O:4].[CH3:25][O:26][C:27](=[O:35])[C:28]1[CH:33]=[CH:32][N:31]=[C:30]([OH:34])[CH:29]=1.C(=O)([O-])[O-].[K+].[K+]. The catalyst is CN(C)C=O. The product is [CH3:1][O:2][C:3]([C:5]1[N:6]([C:19]2[CH:24]=[CH:23][CH:22]=[CH:21][CH:20]=2)[C:7]2[C:12]([C:13](=[O:17])[C:14]=1[CH2:15][N:31]1[CH:32]=[CH:33][C:28]([C:27]([O:26][CH3:25])=[O:35])=[CH:29][C:30]1=[O:34])=[CH:11][CH:10]=[C:9]([Cl:18])[CH:8]=2)=[O:4]. The yield is 0.460.